Dataset: Retrosynthesis with 50K atom-mapped reactions and 10 reaction types from USPTO. Task: Predict the reactants needed to synthesize the given product. Given the product Oc1nc(C(F)(F)F)ccc1Cc1nnc2cc(-c3ccc(Cl)cc3)c(-c3ccccc3Cl)nn12, predict the reactants needed to synthesize it. The reactants are: COc1nc(C(F)(F)F)ccc1Cc1nnc2cc(-c3ccc(Cl)cc3)c(-c3ccccc3Cl)nn12.